This data is from Forward reaction prediction with 1.9M reactions from USPTO patents (1976-2016). The task is: Predict the product of the given reaction. (1) Given the reactants [Cl:1][C:2]1[CH:7]=[CH:6][C:5]([C:8]2[CH:13]=[CH:12][N:11]3[C:14](=[O:30])[N:15]([CH2:17][C:18]4[C:19]([O:28]C)=[N:20][C:21]([C:24]([F:27])([F:26])[F:25])=[CH:22][CH:23]=4)[N:16]=[C:10]3[C:9]=2[C:31]2[CH:36]=[CH:35][N:34]=[CH:33][CH:32]=2)=[CH:4][CH:3]=1, predict the reaction product. The product is: [Cl:1][C:2]1[CH:3]=[CH:4][C:5]([C:8]2[CH:13]=[CH:12][N:11]3[C:14](=[O:30])[N:15]([CH2:17][C:18]4[C:19]([OH:28])=[N:20][C:21]([C:24]([F:26])([F:27])[F:25])=[CH:22][CH:23]=4)[N:16]=[C:10]3[C:9]=2[C:31]2[CH:32]=[CH:33][N:34]=[CH:35][CH:36]=2)=[CH:6][CH:7]=1. (2) Given the reactants [Cl:1][C:2]1[CH:7]=[N:6][CH:5]=[C:4]2[S:8][C:9]([C:11]3[S:15][C:14]([NH:16][C:17](=O)[C@@H:18]([NH:30][C:31](=[O:37])[O:32][C:33]([CH3:36])([CH3:35])[CH3:34])[CH2:19][C:20]4[CH:25]=[CH:24][CH:23]=[C:22]([C:26]([F:29])([F:28])[F:27])[CH:21]=4)=[N:13][N:12]=3)=[CH:10][C:3]=12.[H-].[H-].[H-].[H-].[Li+].[Al+3].C1COCC1, predict the reaction product. The product is: [Cl:1][C:2]1[CH:7]=[N:6][CH:5]=[C:4]2[S:8][C:9]([C:11]3[S:15][C:14]([NH:16][CH2:17][C@@H:18]([NH:30][C:31](=[O:37])[O:32][C:33]([CH3:35])([CH3:34])[CH3:36])[CH2:19][C:20]4[CH:25]=[CH:24][CH:23]=[C:22]([C:26]([F:29])([F:28])[F:27])[CH:21]=4)=[N:13][N:12]=3)=[CH:10][C:3]=12. (3) The product is: [ClH:30].[CH3:6][NH:7][CH2:9][C:10]1[CH:14]=[C:13]([C:15]2[CH:16]=[CH:17][CH:18]=[CH:19][CH:20]=2)[N:12]([S:21]([C:24]2[CH:29]=[CH:28][C:27]([OH:32])=[N:26][CH:25]=2)(=[O:22])=[O:23])[CH:11]=1. Given the reactants C(O[C:6](=O)[N:7]([CH2:9][C:10]1[CH:14]=[C:13]([C:15]2[CH:20]=[CH:19][CH:18]=[CH:17][CH:16]=2)[N:12]([S:21]([C:24]2[CH:25]=[N:26][C:27]([Cl:30])=[CH:28][CH:29]=2)(=[O:23])=[O:22])[CH:11]=1)C)(C)(C)C.[OH-:32].[Na+].O, predict the reaction product. (4) Given the reactants C1CCN2C(=NCCC2)CC1.[CH3:12][C:13]([O:16][C:17]([N:19]1[C@@:23]([C:25]2[CH:30]=[C:29]([Br:31])[CH:28]=[CH:27][C:26]=2[F:32])([CH3:24])[CH2:22]OS1(=O)=O)=[O:18])([CH3:15])[CH3:14].[NH:35]1[C:39]([C:40]([O:42][CH2:43]C)=[O:41])=[C:38]([C:45]([O:47][CH2:48][CH3:49])=[O:46])[N:37]=[CH:36]1, predict the reaction product. The product is: [CH3:43][O:42][C:40]([C:39]1[N:35]([CH2:22][C@@:23]([C:25]2[CH:30]=[C:29]([Br:31])[CH:28]=[CH:27][C:26]=2[F:32])([NH:19][C:17]([O:16][C:13]([CH3:15])([CH3:14])[CH3:12])=[O:18])[CH3:24])[CH:36]=[N:37][C:38]=1[C:45]([O:47][CH2:48][CH3:49])=[O:46])=[O:41]. (5) Given the reactants C([O:4][C@@H:5]([CH2:11][C:12]1[CH:17]=[CH:16][CH:15]=[CH:14][C:13]=1[OH:18])[C:6]([O:8][CH2:9][CH3:10])=[O:7])(=O)C.[O:19]1[CH2:23][CH2:22][CH2:21][C@@H:20]1[CH2:24]O, predict the reaction product. The product is: [OH:4][C@@H:5]([CH2:11][C:12]1[CH:17]=[CH:16][CH:15]=[CH:14][C:13]=1[O:18][CH2:24][C@H:20]1[CH2:21][CH2:22][CH2:23][O:19]1)[C:6]([O:8][CH2:9][CH3:10])=[O:7]. (6) Given the reactants [CH3:1][C@@H:2]1[O:7][C@H:6]([CH3:8])[CH2:5][N:4]([C:9]2[N:17]=[C:16]3[C:12]([N:13]=[CH:14][NH:15]3)=[C:11]([N:18]3[CH2:23][CH2:22][O:21][CH2:20][CH2:19]3)[N:10]=2)[CH2:3]1.[Br:24]Br.S([O-])([O-])(=O)=S.[Na+].[Na+], predict the reaction product. The product is: [Br:24][C:14]1[NH:15][C:16]2[C:12]([N:13]=1)=[C:11]([N:18]1[CH2:19][CH2:20][O:21][CH2:22][CH2:23]1)[N:10]=[C:9]([N:4]1[CH2:5][C@@H:6]([CH3:8])[O:7][C@@H:2]([CH3:1])[CH2:3]1)[N:17]=2.